Dataset: Full USPTO retrosynthesis dataset with 1.9M reactions from patents (1976-2016). Task: Predict the reactants needed to synthesize the given product. (1) Given the product [CH:1]1([CH2:4][O:5][C:6]2[CH:7]=[CH:8][C:9]3[O:13][C:12]([C:14]4[O:18][N:17]=[C:16]([O:19][CH2:20][C@@H:21]([NH:23][C:24](=[O:25])[CH3:33])[CH3:22])[CH:15]=4)=[N:11][C:10]=3[CH:31]=2)[CH2:2][CH2:3]1, predict the reactants needed to synthesize it. The reactants are: [CH:1]1([CH2:4][O:5][C:6]2[CH:7]=[CH:8][C:9]3[O:13][C:12]([C:14]4[O:18][N:17]=[C:16]([O:19][CH2:20][C@@H:21]([NH:23][C:24](=O)[O:25]C(C)(C)C)[CH3:22])[CH:15]=4)=[N:11][C:10]=3[CH:31]=2)[CH2:3][CH2:2]1.Cl.[C:33](OCC)(=O)C. (2) Given the product [Cl:1][C:2]1[CH:7]=[CH:6][C:5]([CH2:8][N:9]2[CH2:14][CH2:13][N:12]([C:24]([O:25][N:26]3[C:30](=[O:31])[CH2:29][CH2:28][C:27]3=[O:32])=[O:33])[CH2:11][CH2:10]2)=[C:4]([N:15]2[CH2:23][C:22]3[C:17](=[N:18][CH:19]=[CH:20][CH:21]=3)[CH2:16]2)[CH:3]=1, predict the reactants needed to synthesize it. The reactants are: [Cl:1][C:2]1[CH:7]=[CH:6][C:5]([CH2:8][N:9]2[CH2:14][CH2:13][NH:12][CH2:11][CH2:10]2)=[C:4]([N:15]2[CH2:23][C:22]3[C:17](=[N:18][CH:19]=[CH:20][CH:21]=3)[CH2:16]2)[CH:3]=1.[C:24](=O)([O:33]N1C(=O)CCC1=O)[O:25][N:26]1[C:30](=[O:31])[CH2:29][CH2:28][C:27]1=[O:32].C(N(CC)CC)C. (3) Given the product [CH3:1][O:2][C:3](=[O:15])[C:4]1[CH:9]=[CH:8][C:7]([C:10]([F:13])([F:12])[F:11])=[CH:6][C:5]=1[CH:16]1[CH2:18][CH2:17]1, predict the reactants needed to synthesize it. The reactants are: [CH3:1][O:2][C:3](=[O:15])[C:4]1[CH:9]=[CH:8][C:7]([C:10]([F:13])([F:12])[F:11])=[CH:6][C:5]=1Br.[CH:16]1(B(O)O)[CH2:18][CH2:17]1.O.P([O-])([O-])([O-])=O.[K+].[K+].[K+].C1(P(C2CCCCC2)C2CCCCC2)CCCCC1. (4) The reactants are: [Cl:1][C:2]1[N:3]=[C:4](Cl)[C:5]2[CH:10]=[CH:9][NH:8][C:6]=2[N:7]=1.[NH:12]1[CH2:17][CH2:16][CH2:15][CH2:14][CH2:13]1.C(N(CC)CC)C.O. Given the product [Cl:1][C:2]1[N:3]=[C:4]([N:12]2[CH2:17][CH2:16][CH2:15][CH2:14][CH2:13]2)[C:5]2[CH:10]=[CH:9][NH:8][C:6]=2[N:7]=1, predict the reactants needed to synthesize it.